From a dataset of Full USPTO retrosynthesis dataset with 1.9M reactions from patents (1976-2016). Predict the reactants needed to synthesize the given product. (1) Given the product [Br:1][C:2]1[CH:7]=[CH:6][CH:5]=[C:4]2[C:3]=1[CH2:11][C:12](=[O:14])[NH:8]2, predict the reactants needed to synthesize it. The reactants are: [Br:1][C:2]1[CH:7]=[CH:6][CH:5]=[C:4]([N+:8]([O-])=O)[C:3]=1[CH2:11][C:12]([OH:14])=O. (2) The reactants are: [Br:1][C:2]1[CH:7]=[CH:6][C:5]([NH:8][C:9]2[C:10]([C:24]([OH:26])=O)=[CH:11][C:12]3[N:16]([CH2:17][CH2:18][CH2:19][CH:20]=[CH2:21])[CH:15]=[N:14][C:13]=3[C:22]=2[F:23])=[C:4]([CH3:27])[CH:3]=1.CCN(C(C)C)C(C)C.C1CN([P+](ON2N=NC3C=[CH:58][CH:59]=[CH:60][C:55]2=3)(N2CCCC2)N2CCCC2)CC1.F[P-](F)(F)(F)(F)F.Cl.C1([N:74](C)[OH:75])CC1. Given the product [CH:59]1([CH2:58][O:75][NH:74][C:24]([C:10]2[C:9]([NH:8][C:5]3[CH:6]=[CH:7][C:2]([Br:1])=[CH:3][C:4]=3[CH3:27])=[C:22]([F:23])[C:13]3[N:14]=[CH:15][N:16]([CH2:17][CH2:18][CH2:19][CH:20]=[CH2:21])[C:12]=3[CH:11]=2)=[O:26])[CH2:60][CH2:55]1, predict the reactants needed to synthesize it. (3) Given the product [CH2:1]([O:3][C:4]([C:6]1[CH:7]=[N:8][N:9]([C:11]2[N:20]([CH2:21][O:22][CH2:23][CH2:24][Si:25]([CH3:28])([CH3:27])[CH3:26])[C:19](=[O:29])[C:18]3[C:13](=[CH:14][CH:15]=[C:16]([NH:30][CH2:31][C:32]4[CH:37]=[CH:36][CH:35]=[CH:34][CH:33]=4)[CH:17]=3)[N:12]=2)[CH:10]=1)=[O:5])[CH3:2], predict the reactants needed to synthesize it. The reactants are: [CH2:1]([O:3][C:4]([C:6]1[CH:7]=[N:8][N:9]([C:11]2[N:20]([CH2:21][O:22][CH2:23][CH2:24][Si:25]([CH3:28])([CH3:27])[CH3:26])[C:19](=[O:29])[C:18]3[C:13](=[CH:14][CH:15]=[C:16]([NH2:30])[CH:17]=3)[N:12]=2)[CH:10]=1)=[O:5])[CH3:2].[CH:31](=O)[C:32]1[CH:37]=[CH:36][CH:35]=[CH:34][CH:33]=1.C(O[BH-](OC(=O)C)OC(=O)C)(=O)C.[Na+]. (4) Given the product [O:4]=[C:3]([CH3:5])[CH2:2][C:1]([O:7][CH2:8][CH2:15][C:14]#[CH:13])=[O:6], predict the reactants needed to synthesize it. The reactants are: [C:1]([O:7][CH3:8])(=[O:6])[CH2:2][C:3]([CH3:5])=[O:4].B(O)(O)O.[CH2:13](O)[CH2:14][C:15]#C.C(OC)(=O)CC(C)=O.C1(C)C=CC=CC=1. (5) Given the product [CH3:22][O:23][C:24]1[CH:25]=[C:26]([NH:27][S:2]([C:5]2[CH:14]=[CH:13][C:12]3[NH:11][C:10](=[O:15])[C:9]4[NH:16][CH:17]=[CH:18][C:8]=4[C:7]=3[CH:6]=2)(=[O:3])=[O:4])[CH:28]=[CH:29][CH:30]=1.[CH2:18]([C:19]([O-:21])=[O:20])[CH3:17], predict the reactants needed to synthesize it. The reactants are: Cl[S:2]([C:5]1[CH:14]=[CH:13][C:12]2[NH:11][C:10](=[O:15])[C:9]3[NH:16][CH:17]=[C:18]([C:19]([OH:21])=[O:20])[C:8]=3[C:7]=2[CH:6]=1)(=[O:4])=[O:3].[CH3:22][O:23][C:24]1[CH:25]=[C:26]([CH:28]=[CH:29][CH:30]=1)[NH2:27]. (6) The reactants are: C(OC([N:8]1[CH2:13][CH2:12][C:11]([C:16]2[CH:21]=[C:20]([Cl:22])[CH:19]=[CH:18][C:17]=2[O:23][CH3:24])([O:14][CH3:15])[CH2:10][CH2:9]1)=O)(C)(C)C. Given the product [Cl:22][C:20]1[CH:19]=[CH:18][C:17]([O:23][CH3:24])=[C:16]([C:11]2([O:14][CH3:15])[CH2:10][CH2:9][NH:8][CH2:13][CH2:12]2)[CH:21]=1.[ClH:22], predict the reactants needed to synthesize it. (7) The reactants are: [CH2:1]1[O:5][CH:4](OC2C(OC3C=CC(/C=C/C(C4C=CC(O)=CC=4O)=O)=CC=3)OC(CO)C(O)C2O)[CH:3](O)[C:2]1(O)[CH2:37]O.C1C(/C=C/C(C2C=CC(O)=CC=2O)=O)=CC=C(O[C@@H]2O[C@H](CO)[C@@H](O)[C@H](O)[C@H]2O)C=1.CC(C1C=C(/C=C/C(C2C=CC(O)=CC=2)=O)C(OC)=CC=1O)(C=C)C.[CH3:95][C:96]([CH3:126])=[CH:97][CH2:98][C@@H:99]([C:123]([CH3:125])=[CH2:124])[CH2:100][C:101]1[C:102]([OH:122])=[CH:103][C:104]([O:120][CH3:121])=[C:105]([C:108](/[CH:110]=[CH:111]/[C:112]2[CH:113]=[CH:114][C:115]([OH:119])=[CH:116][C:117]=2[OH:118])=[O:109])[C:106]=1[OH:107]. Given the product [CH3:124][C:123]([CH:99]([CH2:100][C:101]1[C:106]([OH:107])=[C:105]([C:108](/[CH:110]=[CH:111]/[C:112]2[CH:113]=[CH:114][C:115]([OH:119])=[CH:116][C:117]=2[OH:118])=[O:109])[C:104]([O:120][CH3:121])=[CH:103][C:102]=1[OH:122])[CH2:98][CH2:97][C:96]([OH:5])([CH3:126])[CH3:95])=[CH2:125].[OH:118][C:117]1[C:116]([CH2:4][CH:3]=[C:2]([CH3:37])[CH3:1])=[C:115]([OH:119])[CH:114]=[CH:113][C:112]=1[CH:111]=[CH:110][C:108]([C:105]1[CH:104]=[CH:103][C:102]([OH:122])=[CH:101][C:106]=1[OH:107])=[O:109].[OH:118][C:117]1[CH:116]=[C:115]([OH:119])[CH:114]=[CH:113][C:112]=1[CH:111]=[CH:110][C:108]([C:105]1[CH:106]=[CH:101][C:102]([OH:122])=[CH:103][C:104]=1[OH:120])=[O:109], predict the reactants needed to synthesize it. (8) Given the product [Br:1][C:2]1[C:3]([Cl:9])=[N:4][CH:5]=[CH:6][C:7]=1[C:15]1[CH:16]=[CH:17][C:12]([C:10]#[N:11])=[CH:13][CH:14]=1, predict the reactants needed to synthesize it. The reactants are: [Br:1][C:2]1[C:3]([Cl:9])=[N:4][CH:5]=[CH:6][C:7]=1I.[C:10]([C:12]1[CH:17]=[CH:16][C:15](B(O)O)=[CH:14][CH:13]=1)#[N:11].C([O-])([O-])=O.[Na+].[Na+].C1(C)C=CC=CC=1.